Dataset: Forward reaction prediction with 1.9M reactions from USPTO patents (1976-2016). Task: Predict the product of the given reaction. (1) Given the reactants [CH3:1][N:2](C(OC)OC)C.[N:9]1[C:14]2[CH:15]=[CH:16]NC(=O)[C:13]=2[CH:12]=[N:11][CH:10]=1.C1C=C(Cl)C=C(C(OO)=[O:28])C=1.OO.C(O)(C(F)(F)F)=O, predict the reaction product. The product is: [NH:9]1[C:14]2[CH:15]=[CH:16][CH:1]=[N:2][C:13]=2[CH:12]=[N:11][C:10]1=[O:28]. (2) The product is: [CH3:29][C:25]1[CH:24]=[C:23]([C:9]2[N:10]=[C:11]([C:13]3[CH:18]=[CH:17][C:16]([S:19]([CH3:22])(=[O:21])=[O:20])=[CH:15][CH:14]=3)[S:12][C:8]=2[C:6]2[CH:5]=[CH:4][N:3]=[C:2]([S:36][C:30]3[CH:35]=[CH:34][CH:33]=[CH:32][CH:31]=3)[CH:7]=2)[CH:28]=[CH:27][CH:26]=1. Given the reactants F[C:2]1[CH:7]=[C:6]([C:8]2[S:12][C:11]([C:13]3[CH:18]=[CH:17][C:16]([S:19]([CH3:22])(=[O:21])=[O:20])=[CH:15][CH:14]=3)=[N:10][C:9]=2[C:23]2[CH:28]=[CH:27][CH:26]=[C:25]([CH3:29])[CH:24]=2)[CH:5]=[CH:4][N:3]=1.[C:30]1([SH:36])[CH:35]=[CH:34][CH:33]=[CH:32][CH:31]=1.C(=O)([O-])O.[Na+], predict the reaction product. (3) Given the reactants C([SiH](CC)CC)C.FC(F)(F)S(O[Si](C)(C)C)(=O)=O.[CH3:20][C:21]1[N:22]([CH2:48][C:49]([O:51][CH2:52][C:53]2[CH:58]=[CH:57][CH:56]=[CH:55][CH:54]=2)=[O:50])[C:23]([C:42]2[CH:47]=[CH:46][CH:45]=[CH:44][N:43]=2)=[CH:24][C:25]=1[CH2:26][C:27]1[CH:32]=[CH:31][CH:30]=[CH:29][C:28]=1[S:33]([C:36]1[CH:41]=[CH:40][CH:39]=[CH:38][CH:37]=1)(=[O:35])=[O:34].[CH3:59][C:60]1[N:61]([CH2:87][C:88]([O:90]CC2C=CC=CC=2)=[O:89])[C:62]([C:81]2[CH:82]=[N:83][CH:84]=[CH:85][CH:86]=2)=[CH:63][C:64]=1[CH2:65][C:66]1[CH:71]=[CH:70][CH:69]=[CH:68][C:67]=1[S:72]([C:75]1[CH:80]=[CH:79][CH:78]=[CH:77][CH:76]=1)(=[O:74])=[O:73], predict the reaction product. The product is: [CH3:20][C:21]1[N:22]([CH2:48][C:49]([O:51][CH2:52][C:53]2[CH:58]=[CH:57][CH:56]=[CH:55][CH:54]=2)=[O:50])[C:23]([C:42]2[CH:47]=[CH:46][CH:45]=[CH:44][N:43]=2)=[CH:24][C:25]=1[CH2:26][C:27]1[CH:32]=[CH:31][CH:30]=[CH:29][C:28]=1[S:33]([C:36]1[CH:41]=[CH:40][CH:39]=[CH:38][CH:37]=1)(=[O:35])=[O:34].[CH3:59][C:60]1[N:61]([CH2:87][C:88]([OH:90])=[O:89])[C:62]([C:81]2[CH:82]=[N:83][CH:84]=[CH:85][CH:86]=2)=[CH:63][C:64]=1[CH2:65][C:66]1[CH:71]=[CH:70][CH:69]=[CH:68][C:67]=1[S:72]([C:75]1[CH:80]=[CH:79][CH:78]=[CH:77][CH:76]=1)(=[O:73])=[O:74]. (4) Given the reactants [C:1]([C:3]1[CH:21]=[C:20]([C:22]2[N:27]=[C:26]([NH:28][C:29]3[CH:34]=[CH:33][C:32]([N:35]4[CH2:40][CH2:39][N:38]([CH:41]5[CH2:44][O:43][CH2:42]5)[CH2:37][CH2:36]4)=[C:31]([O:45][CH3:46])[CH:30]=3)[N:25]=[CH:24][N:23]=2)[CH:19]=[CH:18][C:4]=1[O:5][C@@H:6]1[CH2:10][CH2:9][N:8](C(OC(C)(C)C)=O)[CH2:7]1)#[N:2].FC(F)(F)C(O)=O, predict the reaction product. The product is: [CH3:46][O:45][C:31]1[CH:30]=[C:29]([NH:28][C:26]2[N:25]=[CH:24][N:23]=[C:22]([C:20]3[CH:19]=[CH:18][C:4]([O:5][C@@H:6]4[CH2:10][CH2:9][NH:8][CH2:7]4)=[C:3]([CH:21]=3)[C:1]#[N:2])[N:27]=2)[CH:34]=[CH:33][C:32]=1[N:35]1[CH2:36][CH2:37][N:38]([CH:41]2[CH2:42][O:43][CH2:44]2)[CH2:39][CH2:40]1. (5) Given the reactants [CH:1]1([C:4]2[CH:5]=[C:6]([N+:13]([O-])=O)[CH:7]=[C:8]3[C:12]=2[NH:11][CH:10]=[CH:9]3)[CH2:3][CH2:2]1, predict the reaction product. The product is: [CH:1]1([C:4]2[CH:5]=[C:6]([NH2:13])[CH:7]=[C:8]3[C:12]=2[NH:11][CH:10]=[CH:9]3)[CH2:3][CH2:2]1. (6) Given the reactants [F:1][C:2]1[CH:3]=[C:4]([CH:16]=[CH:17][C:18]=1[C:19]([F:22])([F:21])[F:20])[CH2:5][C:6]1[CH:7]=[C:8]([CH:13]=[CH:14][N:15]=1)[C:9]([O:11][CH3:12])=[O:10], predict the reaction product. The product is: [F:1][C:2]1[CH:3]=[C:4]([CH:16]=[CH:17][C:18]=1[C:19]([F:22])([F:20])[F:21])[CH2:5][CH:6]1[CH2:7][CH:8]([C:9]([O:11][CH3:12])=[O:10])[CH2:13][CH2:14][NH:15]1. (7) The product is: [O:25]=[S:24]1(=[O:28])[C:18]2[CH:19]=[CH:20][CH:21]=[CH:16][C:17]=2[C:13]2[CH:12]=[C:11]([NH:10][C:7]3[N:8]=[N:9][C:4]([CH3:3])=[CH:5][CH:6]=3)[CH:23]=[CH:22][C:14]1=2. Given the reactants OO.[CH3:3][C:4]1[N:9]=[N:8][C:7]([NH:10][C:11]2[CH:23]=[CH:22][C:14]3S[C:16]4[CH:21]=[CH:20][CH:19]=[CH:18][C:17]=4[C:13]=3[CH:12]=2)=[CH:6][CH:5]=1.[S:24](=[O:28])(=O)(O)[OH:25], predict the reaction product.